Dataset: Reaction yield outcomes from USPTO patents with 853,638 reactions. Task: Predict the reaction yield, written as a fraction of the theoretical maximum amount of product (1.0 means a 100% yield; for example, 0.34 means a 34% yield). The reactants are [NH2:1][C@H:2]1[C:8](=[O:9])[N:7]([CH2:10][C:11]2[CH:16]=[CH:15][CH:14]=[CH:13][CH:12]=2)[CH2:6][C:5]2[C:17]([CH3:29])=[C:18]([NH:21][C:22](=[O:28])[O:23][C:24]([CH3:27])([CH3:26])[CH3:25])[CH:19]=[CH:20][C:4]=2[CH2:3]1.C(N1C(=O)[C@H](N[C:46]([N:48]2[CH2:53][CH2:52][CH:51]([N:54]3[CH2:63][C:62]4[C:57](=[CH:58][CH:59]=[CH:60][CH:61]=4)[NH:56][C:55]3=[O:64])[CH2:50][CH2:49]2)=[O:47])CC2C=C(C)C(NC(=O)OC(C)(C)C)=CC=2C1)C1C=CC=CC=1. No catalyst specified. The product is [CH2:10]([N:7]1[C:8](=[O:9])[C@H:2]([NH:1][C:46]([N:48]2[CH2:53][CH2:52][CH:51]([N:54]3[CH2:63][C:62]4[C:57](=[CH:58][CH:59]=[CH:60][CH:61]=4)[NH:56][C:55]3=[O:64])[CH2:50][CH2:49]2)=[O:47])[CH2:3][C:4]2[CH:20]=[CH:19][C:18]([NH:21][C:22](=[O:28])[O:23][C:24]([CH3:25])([CH3:26])[CH3:27])=[C:17]([CH3:29])[C:5]=2[CH2:6]1)[C:11]1[CH:16]=[CH:15][CH:14]=[CH:13][CH:12]=1. The yield is 0.940.